From a dataset of Retrosynthesis with 50K atom-mapped reactions and 10 reaction types from USPTO. Predict the reactants needed to synthesize the given product. (1) Given the product CCCC(NC(=O)C(O)c1cc(F)cc(F)c1)C(=O)Nc1cn(C(C)(C)CN2CCCC2)cn1, predict the reactants needed to synthesize it. The reactants are: CCCC(N)C(=O)Nc1cn(C(C)(C)CN2CCCC2)cn1.O=C(O)C(O)c1cc(F)cc(F)c1. (2) Given the product Cc1cc(OCCCC2CCN(c3noc(C(C)(C)F)n3)CC2)ccc1C(=O)O, predict the reactants needed to synthesize it. The reactants are: COC(=O)c1ccc(OCCCC2CCN(c3noc(C(C)(C)F)n3)CC2)cc1C. (3) Given the product COc1c(C(C)Nc2ncnc3c2ncn3C2CCCCO2)cc(Cl)c(C)c1-c1cc(C(=O)OCc2ccccc2)n(C)c1, predict the reactants needed to synthesize it. The reactants are: COc1c(C(C)Nc2ncnc3c2ncn3C2CCCCO2)cc(Cl)c(C)c1Br.Cn1cc(B2OC(C)(C)C(C)(C)O2)cc1C(=O)OCc1ccccc1.